Dataset: CYP2D6 inhibition data for predicting drug metabolism from PubChem BioAssay. Task: Regression/Classification. Given a drug SMILES string, predict its absorption, distribution, metabolism, or excretion properties. Task type varies by dataset: regression for continuous measurements (e.g., permeability, clearance, half-life) or binary classification for categorical outcomes (e.g., BBB penetration, CYP inhibition). Dataset: cyp2d6_veith. (1) The molecule is CC(C)(C)NC[C@@H](O)COc1ccccc1C1CCCC1. The result is 1 (inhibitor). (2) The molecule is COc1ccc(-c2nc3cnc(N4CCOCC4)nc3n(-c3ccccc3)c2=O)cc1. The result is 0 (non-inhibitor). (3) The molecule is C/C(CCN1CCc2nc(-c3ccccc3)c(-c3ccccc3)cc2C1)=N\OC[C@@H](O)[C@@H]1O[C@@H]2OC(C)(C)O[C@@H]2[C@H]1O. The result is 0 (non-inhibitor). (4) The molecule is CCCn1c(C)nc2c(c1=O)c1nc3ccccc3nc1n2CCC1=CCCCC1. The result is 0 (non-inhibitor). (5) The molecule is CCOC(=O)c1c(C)n(C)c2ccc(OC)c(NC(=O)CN3CCN(Cc4ccccc4)CC3)c12. The result is 1 (inhibitor). (6) The molecule is CCc1ccccc1NC(=O)CSc1nc(-c2ccccc2)nn1C(=O)c1cccc([N+](=O)[O-])c1. The result is 1 (inhibitor). (7) The result is 0 (non-inhibitor). The molecule is Cc1cnc(CNc2ccnc(-c3ccccc3C)n2)cn1. (8) The drug is CC(C)CN1CCCC2(CCN(C(=O)c3cc(C(F)(F)F)cc(C(F)(F)F)c3)CC2)C1. The result is 1 (inhibitor). (9) The result is 0 (non-inhibitor). The molecule is CCOC(=O)NC(NC(=O)OCC)C(=O)c1ccccc1. (10) The result is 1 (inhibitor). The molecule is COc1ccccc1CN1CCC2(CC1)CCN(C(=O)c1c(C)noc1C)CC2.